Dataset: Full USPTO retrosynthesis dataset with 1.9M reactions from patents (1976-2016). Task: Predict the reactants needed to synthesize the given product. The reactants are: Br[C:2]1[CH:3]=[C:4]([CH:20]=[CH:21][CH:22]=1)[O:5][CH2:6][CH:7]([OH:19])[CH2:8][N:9]1[CH2:18][CH2:17][C:16]2[C:11](=[CH:12][CH:13]=[CH:14][CH:15]=2)[CH2:10]1.[C:23]1(B(O)O)[CH:28]=[CH:27][CH:26]=[CH:25][CH:24]=1.C([O-])([O-])=O.[K+].[K+]. Given the product [C:2]1([C:23]2[CH:28]=[CH:27][CH:26]=[CH:25][CH:24]=2)[CH:22]=[CH:21][CH:20]=[C:4]([O:5][CH2:6][CH:7]([OH:19])[CH2:8][N:9]2[CH2:18][CH2:17][C:16]3[C:11](=[CH:12][CH:13]=[CH:14][CH:15]=3)[CH2:10]2)[CH:3]=1, predict the reactants needed to synthesize it.